From a dataset of Catalyst prediction with 721,799 reactions and 888 catalyst types from USPTO. Predict which catalyst facilitates the given reaction. (1) Reactant: [NH2:1][C:2]1[C:6]([C:7]([O:9][CH2:10][CH3:11])=[O:8])=[CH:5][NH:4][N:3]=1.[CH:12]1([C:15](=O)[CH2:16][C:17](OCC)=[O:18])[CH2:14][CH2:13]1. Product: [CH:12]1([C:15]2[CH:16]=[C:17]([OH:18])[N:3]3[N:4]=[CH:5][C:6]([C:7]([O:9][CH2:10][CH3:11])=[O:8])=[C:2]3[N:1]=2)[CH2:14][CH2:13]1. The catalyst class is: 212. (2) Reactant: [Cl:1][C:2]1[N:7]=[CH:6][C:5]([OH:8])=[CH:4][N:3]=1.Cl[C:10]([F:15])([F:14])C([O-])=O.[Na+]. Product: [Cl:1][C:2]1[N:7]=[CH:6][C:5]([O:8][CH:10]([F:15])[F:14])=[CH:4][N:3]=1. The catalyst class is: 35. (3) Reactant: [OH:1][CH:2]1[CH2:8][CH2:7][CH2:6][N:5](C(OC(C)(C)C)=O)[CH2:4][CH2:3]1.[ClH:16]. The catalyst class is: 13. Product: [ClH:16].[NH:5]1[CH2:6][CH2:7][CH2:8][CH:2]([OH:1])[CH2:3][CH2:4]1.